Dataset: Catalyst prediction with 721,799 reactions and 888 catalyst types from USPTO. Task: Predict which catalyst facilitates the given reaction. Reactant: [Cl:1][C:2]1[CH:28]=[C:27]([N:29]2[CH:33]=[CH:32][C:31]([CH3:34])=[N:30]2)[CH:26]=[CH:25][C:3]=1[C:4]([N:6]1[C:12]2[CH:13]=[CH:14][CH:15]=[CH:16][C:11]=2[CH2:10][N:9]([C:17]([NH:19][CH2:20][C:21](O)=[O:22])=[O:18])[C@H:8]([CH3:24])[CH2:7]1)=[O:5].Cl.C(N=C=NCCCN(C)C)C.[CH2:47]([NH:49][CH2:50][CH2:51][OH:52])[CH3:48]. Product: [CH2:47]([N:49]([CH2:50][CH2:51][OH:52])[C:21]([CH2:20][NH:19][C:17]([N:9]1[CH2:10][C:11]2[CH:16]=[CH:15][CH:14]=[CH:13][C:12]=2[N:6]([C:4](=[O:5])[C:3]2[CH:25]=[CH:26][C:27]([N:29]3[CH:33]=[CH:32][C:31]([CH3:34])=[N:30]3)=[CH:28][C:2]=2[Cl:1])[CH2:7][C@H:8]1[CH3:24])=[O:18])=[O:22])[CH3:48]. The catalyst class is: 4.